Dataset: Reaction yield outcomes from USPTO patents with 853,638 reactions. Task: Predict the reaction yield, written as a fraction of the theoretical maximum amount of product (1.0 means a 100% yield; for example, 0.34 means a 34% yield). (1) The reactants are [C:1]([O:5][C@@H:6]([C:12]1[C:13]([CH3:34])=[N:14][C:15]([CH3:33])=[C:16]([C:26]2[CH:31]=[CH:30][C:29]([OH:32])=[CH:28][CH:27]=2)[C:17]=1[N:18]1[CH2:23][CH2:22][C:21]([CH3:25])([CH3:24])[CH2:20][CH2:19]1)[C:7]([O:9]CC)=[O:8])([CH3:4])([CH3:3])[CH3:2].[CH2:35]([O:42][C:43]1[CH:48]=[CH:47][C:46]([CH2:49][CH2:50]O)=[CH:45][CH:44]=1)[C:36]1[CH:41]=[CH:40][CH:39]=[CH:38][CH:37]=1.C1C=CC(P(C2C=CC=CC=2)C2C=CC=CC=2)=CC=1.CCOC(/N=N/C(OCC)=O)=O.[OH-].[Na+]. The catalyst is C1COCC1.CO. The product is [CH2:35]([O:42][C:43]1[CH:44]=[CH:45][C:46]([CH2:49][CH2:50][O:32][C:29]2[CH:28]=[CH:27][C:26]([C:16]3[C:17]([N:18]4[CH2:19][CH2:20][C:21]([CH3:25])([CH3:24])[CH2:22][CH2:23]4)=[C:12]([C@H:6]([O:5][C:1]([CH3:2])([CH3:3])[CH3:4])[C:7]([OH:9])=[O:8])[C:13]([CH3:34])=[N:14][C:15]=3[CH3:33])=[CH:31][CH:30]=2)=[CH:47][CH:48]=1)[C:36]1[CH:37]=[CH:38][CH:39]=[CH:40][CH:41]=1. The yield is 0.140. (2) The reactants are C(OC(=O)[NH:10][CH2:11][CH2:12][CH2:13][C@H:14]1[CH2:18][N:17]([C@@H:19]([C:23]2[N:32]([CH2:33][C:34]3[CH:39]=[CH:38][CH:37]=[CH:36][CH:35]=3)[C:31](=[O:40])[C:30]3[C:25](=[CH:26][C:27]([Cl:41])=[CH:28][CH:29]=3)[N:24]=2)[CH:20]([CH3:22])[CH3:21])[C:16]([C:42]2[CH:47]=[CH:46][C:45]([CH3:48])=[CH:44][CH:43]=2)=[N:15]1)C1C=CC=CC=1. The catalyst is Br.CC(O)=O. The product is [NH2:10][CH2:11][CH2:12][CH2:13][C@H:14]1[CH2:18][N:17]([C@@H:19]([C:23]2[N:32]([CH2:33][C:34]3[CH:39]=[CH:38][CH:37]=[CH:36][CH:35]=3)[C:31](=[O:40])[C:30]3[C:25](=[CH:26][C:27]([Cl:41])=[CH:28][CH:29]=3)[N:24]=2)[CH:20]([CH3:21])[CH3:22])[C:16]([C:42]2[CH:47]=[CH:46][C:45]([CH3:48])=[CH:44][CH:43]=2)=[N:15]1. The yield is 0.570. (3) The reactants are [O:1]1[CH:5]=[CH:4][CH:3]=[C:2]1[C:6]1[O:7][C:8]([CH3:36])=[C:9]([CH2:11][O:12][C:13]2[CH:33]=[CH:32][C:16]([CH2:17][O:18][C:19]3[C:23]([CH:24]=O)=[CH:22][N:21]([C:26]4[CH:31]=[CH:30][CH:29]=[CH:28][CH:27]=4)[N:20]=3)=[CH:15][C:14]=2[O:34][CH3:35])[N:10]=1.[CH3:37][S:38][CH2:39]P(=O)(OCC)OCC.[H-].[Na+].ClC1C=CC=C(C(OO)=[O:58])C=1.S([O-])([O-])=O.[Na+].[Na+]. The catalyst is O1CCCC1.CN(C)C=O. The product is [O:1]1[CH:5]=[CH:4][CH:3]=[C:2]1[C:6]1[O:7][C:8]([CH3:36])=[C:9]([CH2:11][O:12][C:13]2[CH:33]=[CH:32][C:16]([CH2:17][O:18][C:19]3[C:23](/[CH:24]=[CH:37]/[S:38]([CH3:39])=[O:58])=[CH:22][N:21]([C:26]4[CH:31]=[CH:30][CH:29]=[CH:28][CH:27]=4)[N:20]=3)=[CH:15][C:14]=2[O:34][CH3:35])[N:10]=1. The yield is 0.360. (4) The reactants are Cl[C:2]1[C:11]2[C:6](=[CH:7][C:8]([F:12])=[CH:9][CH:10]=2)[CH:5]=[CH:4][N:3]=1.[C:13]([C:17]1[CH:23]=[CH:22][C:20]([NH2:21])=[CH:19][CH:18]=1)([CH3:16])([CH3:15])[CH3:14]. The catalyst is C(O)CCC.Cl.O1CCOCC1. The product is [C:13]([C:17]1[CH:18]=[CH:19][C:20]([NH:21][C:2]2[C:11]3[C:6](=[CH:7][C:8]([F:12])=[CH:9][CH:10]=3)[CH:5]=[CH:4][N:3]=2)=[CH:22][CH:23]=1)([CH3:16])([CH3:14])[CH3:15]. The yield is 0.560. (5) The reactants are Cl.[Cl:2][C:3]1[C:4]([F:11])=[C:5]([NH:9][NH2:10])[CH:6]=[CH:7][CH:8]=1.[C:12](/[C:14](=[CH:20]\OCC)/[C:15]([O:17][CH2:18][CH3:19])=[O:16])#[N:13].C(N(CC)CC)C. The catalyst is CCO. The product is [NH2:13][C:12]1[N:9]([C:5]2[CH:6]=[CH:7][CH:8]=[C:3]([Cl:2])[C:4]=2[F:11])[N:10]=[CH:20][C:14]=1[C:15]([O:17][CH2:18][CH3:19])=[O:16]. The yield is 0.260.